From a dataset of Forward reaction prediction with 1.9M reactions from USPTO patents (1976-2016). Predict the product of the given reaction. Given the reactants [Li+].CCC[CH2-].C(=O)=O.[Cl:9][C:10]1[CH:18]=[C:17]([CH3:19])[CH:16]=[C:15]([Cl:20])[C:11]=1[C:12](O)=[O:13].B.C1COCC1, predict the reaction product. The product is: [Cl:9][C:10]1[CH:18]=[C:17]([CH3:19])[CH:16]=[C:15]([Cl:20])[C:11]=1[CH2:12][OH:13].